Regression. Given two drug SMILES strings and cell line genomic features, predict the synergy score measuring deviation from expected non-interaction effect. From a dataset of NCI-60 drug combinations with 297,098 pairs across 59 cell lines. (1) Drug 1: CC(C1=C(C=CC(=C1Cl)F)Cl)OC2=C(N=CC(=C2)C3=CN(N=C3)C4CCNCC4)N. Drug 2: CN(CCCl)CCCl.Cl. Cell line: T-47D. Synergy scores: CSS=21.0, Synergy_ZIP=-1.53, Synergy_Bliss=5.36, Synergy_Loewe=-3.82, Synergy_HSA=2.92. (2) Drug 1: CC1=C(C(CCC1)(C)C)C=CC(=CC=CC(=CC(=O)O)C)C. Drug 2: C1=NNC2=C1C(=O)NC=N2. Cell line: UO-31. Synergy scores: CSS=-4.87, Synergy_ZIP=4.07, Synergy_Bliss=1.97, Synergy_Loewe=-6.63, Synergy_HSA=-6.57. (3) Drug 1: C1=CC(=CC=C1C#N)C(C2=CC=C(C=C2)C#N)N3C=NC=N3. Drug 2: CC1=C2C(C(=O)C3(C(CC4C(C3C(C(C2(C)C)(CC1OC(=O)C(C(C5=CC=CC=C5)NC(=O)OC(C)(C)C)O)O)OC(=O)C6=CC=CC=C6)(CO4)OC(=O)C)O)C)O. Cell line: A498. Synergy scores: CSS=-2.60, Synergy_ZIP=3.69, Synergy_Bliss=6.36, Synergy_Loewe=-3.28, Synergy_HSA=-2.35. (4) Drug 1: CC1=C(C=C(C=C1)NC(=O)C2=CC=C(C=C2)CN3CCN(CC3)C)NC4=NC=CC(=N4)C5=CN=CC=C5. Drug 2: C1CN(P(=O)(OC1)NCCCl)CCCl. Cell line: U251. Synergy scores: CSS=-0.451, Synergy_ZIP=2.10, Synergy_Bliss=4.39, Synergy_Loewe=-0.629, Synergy_HSA=-0.381. (5) Drug 1: COC1=CC(=CC(=C1O)OC)C2C3C(COC3=O)C(C4=CC5=C(C=C24)OCO5)OC6C(C(C7C(O6)COC(O7)C8=CC=CS8)O)O. Drug 2: C1=CC(=CC=C1C#N)C(C2=CC=C(C=C2)C#N)N3C=NC=N3. Cell line: HCT116. Synergy scores: CSS=53.1, Synergy_ZIP=-0.306, Synergy_Bliss=0.955, Synergy_Loewe=-31.3, Synergy_HSA=1.13. (6) Drug 1: CN1CCC(CC1)COC2=C(C=C3C(=C2)N=CN=C3NC4=C(C=C(C=C4)Br)F)OC. Drug 2: CC12CCC3C(C1CCC2OP(=O)(O)O)CCC4=C3C=CC(=C4)OC(=O)N(CCCl)CCCl.[Na+]. Cell line: ACHN. Synergy scores: CSS=14.7, Synergy_ZIP=-7.70, Synergy_Bliss=-6.12, Synergy_Loewe=-19.7, Synergy_HSA=-5.09. (7) Drug 1: C1=CC(=CC=C1CCCC(=O)O)N(CCCl)CCCl. Drug 2: C1C(C(OC1N2C=NC(=NC2=O)N)CO)O. Cell line: CCRF-CEM. Synergy scores: CSS=68.0, Synergy_ZIP=-1.47, Synergy_Bliss=-1.90, Synergy_Loewe=3.40, Synergy_HSA=5.38. (8) Drug 1: COC1=CC(=CC(=C1O)OC)C2C3C(COC3=O)C(C4=CC5=C(C=C24)OCO5)OC6C(C(C7C(O6)COC(O7)C8=CC=CS8)O)O. Drug 2: CC(C)(C#N)C1=CC(=CC(=C1)CN2C=NC=N2)C(C)(C)C#N. Cell line: EKVX. Synergy scores: CSS=28.5, Synergy_ZIP=3.67, Synergy_Bliss=3.39, Synergy_Loewe=3.33, Synergy_HSA=3.69. (9) Drug 1: CC1=C(C=C(C=C1)NC(=O)C2=CC=C(C=C2)CN3CCN(CC3)C)NC4=NC=CC(=N4)C5=CN=CC=C5. Drug 2: CC(C)NC(=O)C1=CC=C(C=C1)CNNC.Cl. Cell line: HOP-62. Synergy scores: CSS=-0.639, Synergy_ZIP=0.0705, Synergy_Bliss=0.516, Synergy_Loewe=-0.874, Synergy_HSA=-1.91.